This data is from Peptide-MHC class II binding affinity with 134,281 pairs from IEDB. The task is: Regression. Given a peptide amino acid sequence and an MHC pseudo amino acid sequence, predict their binding affinity value. This is MHC class II binding data. (1) The peptide sequence is ITAHLKRLWKMLDPR. The MHC is DRB1_0801 with pseudo-sequence DRB1_0801. The binding affinity (normalized) is 0.610. (2) The binding affinity (normalized) is 0.273. The MHC is DRB3_0202 with pseudo-sequence DRB3_0202. The peptide sequence is LVVGIYDEPMTPGQC. (3) The binding affinity (normalized) is 0.112. The MHC is HLA-DQA10101-DQB10501 with pseudo-sequence HLA-DQA10101-DQB10501. The peptide sequence is GDEQKLRSAGELELQFRRVK. (4) The peptide sequence is GELQIVDHIDAAFKI. The MHC is DRB3_0101 with pseudo-sequence DRB3_0101. The binding affinity (normalized) is 0.764. (5) The peptide sequence is ALIAAFSIRPGLLIG. The MHC is HLA-DQA10501-DQB10303 with pseudo-sequence HLA-DQA10501-DQB10303. The binding affinity (normalized) is 0.550.